Dataset: Full USPTO retrosynthesis dataset with 1.9M reactions from patents (1976-2016). Task: Predict the reactants needed to synthesize the given product. (1) Given the product [F:1][C:2]1[CH:7]=[C:6]([CH2:8][C:9](=[O:22])[CH3:10])[CH:5]=[CH:4][C:3]=1[S:14]([CH3:17])(=[O:16])=[O:15], predict the reactants needed to synthesize it. The reactants are: [F:1][C:2]1[CH:7]=[C:6]([CH:8]=[C:9]([N+]([O-])=O)[CH3:10])[CH:5]=[CH:4][C:3]=1[S:14]([CH3:17])(=[O:16])=[O:15].Cl.C1C[O:22]CC1. (2) Given the product [C:1]1([C:7]([C:11]2[CH:12]=[CH:13][CH:14]=[CH:15][CH:16]=2)([C:17]2[CH:22]=[CH:21][CH:20]=[CH:19][CH:18]=2)[C:8]([NH:23][CH2:24][CH2:25][CH2:26][N:27]2[CH2:32][CH2:31][CH:30]([C:33]3[CH:34]=[C:35]([NH:39][C:40](=[O:44])[CH2:41][CH2:42][CH3:43])[CH:36]=[CH:37][CH:38]=3)[CH2:29][CH2:28]2)=[O:10])[CH:6]=[CH:5][CH:4]=[CH:3][CH:2]=1, predict the reactants needed to synthesize it. The reactants are: [C:1]1([C:7]([C:17]2[CH:22]=[CH:21][CH:20]=[CH:19][CH:18]=2)([C:11]2[CH:16]=[CH:15][CH:14]=[CH:13][CH:12]=2)[C:8]([OH:10])=O)[CH:6]=[CH:5][CH:4]=[CH:3][CH:2]=1.[NH2:23][CH2:24][CH2:25][CH2:26][N:27]1[CH2:32][CH2:31][CH:30]([C:33]2[CH:34]=[C:35]([NH:39][C:40](=[O:44])[CH2:41][CH2:42][CH3:43])[CH:36]=[CH:37][CH:38]=2)[CH2:29][CH2:28]1. (3) Given the product [C:1]([O:5][C:6]([NH:8][CH2:9][C:10]1[C:11]([C:26]2[CH:27]=[CH:28][C:29]([CH3:32])=[CH:30][CH:31]=2)=[C:12]([CH2:22][C:23]([O:25][CH2:53][C:54]2[CH:55]=[CH:56][C:57]([C:58]([O:60][CH2:61][C:62](=[O:69])[C:63]3[CH:64]=[CH:65][CH:66]=[CH:67][CH:68]=3)=[O:59])=[CH:70][CH:71]=2)=[O:24])[C:13]([CH3:21])=[N:14][C:15]=1[CH2:16][C:17]([CH3:18])([CH3:19])[CH3:20])=[O:7])([CH3:2])([CH3:3])[CH3:4], predict the reactants needed to synthesize it. The reactants are: [C:1]([O:5][C:6]([NH:8][CH2:9][C:10]1[C:11]([C:26]2[CH:31]=[CH:30][C:29]([CH3:32])=[CH:28][CH:27]=2)=[C:12]([CH2:22][C:23]([OH:25])=[O:24])[C:13]([CH3:21])=[N:14][C:15]=1[CH2:16][C:17]([CH3:20])([CH3:19])[CH3:18])=[O:7])([CH3:4])([CH3:3])[CH3:2].C(N(CC)CC)C.ClC1C=C(Cl)C=C(Cl)C=1C(Cl)=O.O[CH2:53][C:54]1[CH:71]=[CH:70][C:57]([C:58]([O:60][CH2:61][C:62](=[O:69])[C:63]2[CH:68]=[CH:67][CH:66]=[CH:65][CH:64]=2)=[O:59])=[CH:56][CH:55]=1. (4) Given the product [OH:8][C:9]1[CH:13]=[C:12]([CH2:14][CH2:15][C:16]([O:18][CH2:19][CH3:20])=[O:17])[N:11]([CH:21]([CH3:22])[CH3:23])[N:10]=1, predict the reactants needed to synthesize it. The reactants are: C([O:8][C:9]1[CH:13]=[C:12](/[CH:14]=[CH:15]/[C:16]([O:18][CH2:19][CH3:20])=[O:17])[N:11]([CH:21]([CH3:23])[CH3:22])[N:10]=1)C1C=CC=CC=1.